Dataset: Catalyst prediction with 721,799 reactions and 888 catalyst types from USPTO. Task: Predict which catalyst facilitates the given reaction. Reactant: [OH:1][CH2:2][C:3]1[C:8]([Cl:9])=[CH:7][C:6]([OH:10])=[CH:5][C:4]=1[Cl:11].C(=O)([O-])[O-].[K+].[K+].[I-].[K+].[Cl:20][C:21](Cl)([Cl:25])[CH2:22][CH2:23]Cl. Product: [Cl:11][C:4]1[CH:5]=[C:6]([O:10][CH2:23][CH:22]=[C:21]([Cl:25])[Cl:20])[CH:7]=[C:8]([Cl:9])[C:3]=1[CH2:2][OH:1]. The catalyst class is: 21.